The task is: Predict the reaction yield, written as a fraction of the theoretical maximum amount of product (1.0 means a 100% yield; for example, 0.34 means a 34% yield).. This data is from Reaction yield outcomes from USPTO patents with 853,638 reactions. (1) The reactants are [CH3:1][C:2]1[C:3]([CH:10]2[CH2:15][C:14]([CH3:29])([S:16]([C:19]3[CH:24]=[CH:23][CH:22]=[C:21]([C:25]([F:28])([F:27])[F:26])[CH:20]=3)(=[O:18])=[O:17])[CH2:13][CH2:12][O:11]2)=[N:4][CH:5]=[C:6](SC)[CH:7]=1.OO[S:32]([O-:34])=[O:33].[K+].[CH3:36]O. The catalyst is O. The product is [CH3:1][C:2]1[C:3]([CH:10]2[CH2:15][C:14]([CH3:29])([S:16]([C:19]3[CH:24]=[CH:23][CH:22]=[C:21]([C:25]([F:27])([F:28])[F:26])[CH:20]=3)(=[O:18])=[O:17])[CH2:13][CH2:12][O:11]2)=[N:4][CH:5]=[C:6]([S:32]([CH3:36])(=[O:34])=[O:33])[CH:7]=1. The yield is 0.630. (2) The reactants are [CH:1]([NH2:4])([CH3:3])[CH3:2].C[Al](C)C.C[O:10][C:11]([C:13]1[S:17][C:16](/[CH:18]=[CH:19]/[C:20]2[C:21]([C:26]3[CH:31]=[CH:30][CH:29]=[CH:28][CH:27]=3)=[N:22][O:23][C:24]=2[CH3:25])=[N:15][C:14]=1[CH3:32])=O. The catalyst is O1CCOCC1.C1(C)C=CC=CC=1. The product is [CH:1]([NH:4][C:11]([C:13]1[S:17][C:16](/[CH:18]=[CH:19]/[C:20]2[C:21]([C:26]3[CH:31]=[CH:30][CH:29]=[CH:28][CH:27]=3)=[N:22][O:23][C:24]=2[CH3:25])=[N:15][C:14]=1[CH3:32])=[O:10])([CH3:3])[CH3:2]. The yield is 0.460. (3) The yield is 0.740. The reactants are F[C:2]1[CH:3]=[C:4]([CH3:11])[CH:5]=[CH:6][C:7]=1[N+:8]([O-:10])=[O:9].C(N(C(C)C)CC)(C)C.[NH2:21][CH:22]1[CH2:27][CH2:26][N:25]([C:28]([O:30][C:31]([CH3:34])([CH3:33])[CH3:32])=[O:29])[CH2:24][CH2:23]1. The product is [CH3:11][C:4]1[CH:5]=[CH:6][C:7]([N+:8]([O-:10])=[O:9])=[C:2]([NH:21][CH:22]2[CH2:23][CH2:24][N:25]([C:28]([O:30][C:31]([CH3:34])([CH3:33])[CH3:32])=[O:29])[CH2:26][CH2:27]2)[CH:3]=1. The catalyst is CN(C)C=O.